Predict the reaction yield, written as a fraction of the theoretical maximum amount of product (1.0 means a 100% yield; for example, 0.34 means a 34% yield). From a dataset of Reaction yield outcomes from USPTO patents with 853,638 reactions. (1) The reactants are C1C=CC2N(O)N=NC=2C=1.[F:11][C:12]1[CH:13]=[CH:14][C:15]([NH:18][NH2:19])=[N:16][CH:17]=1.[N:20]1([CH2:26][C:27]2[CH:35]=[CH:34][C:30]([C:31](O)=[O:32])=[CH:29][CH:28]=2)[CH2:25][CH2:24][O:23][CH2:22][CH2:21]1.C(Cl)CCl. The catalyst is C(Cl)Cl. The product is [F:11][C:12]1[CH:13]=[CH:14][C:15]([NH:18][NH:19][C:31](=[O:32])[C:30]2[CH:29]=[CH:28][C:27]([CH2:26][N:20]3[CH2:21][CH2:22][O:23][CH2:24][CH2:25]3)=[CH:35][CH:34]=2)=[N:16][CH:17]=1. The yield is 0.750. (2) The reactants are [OH:1][C@H:2]1[CH2:17][C:16](=[O:18])[O:15][O:14][C@H:13](/[CH:19]=[CH:20]/[CH2:21][CH2:22][S:23]C(C2C=CC=CC=2)(C2C=CC=CC=2)C2C=CC=CC=2)[CH2:12][C:11](=[O:43])[NH:10][C@H:9]([CH:44]([CH3:46])[CH3:45])[C:8](=[O:47])[NH:7][C@H:6]([CH3:48])[C:5](=[O:49])[NH:4][C@@H:3]1[CH:50]([CH3:52])[CH3:51].C([SiH](CC)CC)C.C(O)(C(F)(F)F)=O. The yield is 0.0900. The product is [OH:1][C@H:2]1[CH2:17][C:16](=[O:18])[O:15][O:14][C@H:13](/[CH:19]=[CH:20]/[CH2:21][CH2:22][SH:23])[CH2:12][C:11](=[O:43])[NH:10][C@H:9]([CH:44]([CH3:46])[CH3:45])[C:8](=[O:47])[NH:7][C@H:6]([CH3:48])[C:5](=[O:49])[NH:4][C@@H:3]1[CH:50]([CH3:52])[CH3:51]. The catalyst is C(Cl)Cl.